This data is from Full USPTO retrosynthesis dataset with 1.9M reactions from patents (1976-2016). The task is: Predict the reactants needed to synthesize the given product. (1) Given the product [Cl:16][C:17]1[CH:22]=[CH:21][C:20]([C:2]2[C:3]([O:11][CH:12]3[CH2:15][CH2:14][CH2:13]3)=[N:4][CH:5]=[C:6]([CH:10]=2)[C:7]([OH:9])=[O:8])=[CH:19][C:18]=1[CH3:26], predict the reactants needed to synthesize it. The reactants are: Br[C:2]1[C:3]([O:11][CH:12]2[CH2:15][CH2:14][CH2:13]2)=[N:4][CH:5]=[C:6]([CH:10]=1)[C:7]([OH:9])=[O:8].[Cl:16][C:17]1[CH:22]=[CH:21][C:20](B(O)O)=[CH:19][C:18]=1[CH3:26]. (2) Given the product [CH3:11][O:8][C:7](=[O:9])[C@H:3]([CH:4]([CH3:6])[CH3:5])[NH2:2], predict the reactants needed to synthesize it. The reactants are: Cl.[NH2:2][C@H:3]([C:7]([OH:9])=[O:8])[CH:4]([CH3:6])[CH3:5].Cl[CH2:11]Cl.